From a dataset of Full USPTO retrosynthesis dataset with 1.9M reactions from patents (1976-2016). Predict the reactants needed to synthesize the given product. (1) Given the product [Cl:23][C:24]1[C:40]([C:41]([F:44])([F:43])[F:42])=[CH:39][CH:38]=[CH:37][C:25]=1[CH2:26][N:27]1[C@@H:32]([CH2:33][CH3:34])[CH2:31][NH:30][C:29](=[S:10])[C:28]1=[O:36], predict the reactants needed to synthesize it. The reactants are: COC1C=CC(P2(SP(C3C=CC(OC)=CC=3)(=S)S2)=[S:10])=CC=1.[Cl:23][C:24]1[C:40]([C:41]([F:44])([F:43])[F:42])=[CH:39][CH:38]=[CH:37][C:25]=1[CH2:26][N:27]1[C@@H:32]([CH2:33][CH3:34])[CH2:31][NH:30][C:29](=O)[C:28]1=[O:36]. (2) Given the product [Cl:1][C:2]1[CH:3]=[C:4]2[C:8](=[CH:9][CH:10]=1)[NH:7][CH:6]=[C:5]2[CH2:11][CH2:12][NH:13][C:14]([C:15]1[C:16]([C:26]2[CH:27]=[CH:28][CH:29]=[CH:30][C:25]=2[O:24][CH3:23])=[CH:17][CH:18]=[CH:19][CH:20]=1)=[O:22], predict the reactants needed to synthesize it. The reactants are: [Cl:1][C:2]1[CH:3]=[C:4]2[C:8](=[CH:9][CH:10]=1)[NH:7][CH:6]=[C:5]2[CH2:11][CH2:12][NH:13][C:14](=[O:22])[C:15]1[CH:20]=[CH:19][CH:18]=[CH:17][C:16]=1I.[CH3:23][O:24][C:25]1[CH:30]=[CH:29][CH:28]=[CH:27][C:26]=1B(O)O.C(=O)([O-])[O-].[Na+].[Na+]. (3) The reactants are: [CH3:1][O:2][C:3]([C@H:5]1[C@H:10]([CH3:11])[O:9][C@@H:8]([CH3:12])[CH2:7][N:6]1[S:13][C:14]1[CH:19]=[CH:18][C:17]([OH:20])=[CH:16][CH:15]=1)=[O:4].[CH3:21][C:22]1[CH:29]=[CH:28][CH:27]=[CH:26][C:23]=1[CH2:24]Br.C(=O)([O-])[O-].[Cs+].[Cs+].C(OCC)C. Given the product [CH3:1][O:2][C:3]([C@H:5]1[C@H:10]([CH3:11])[O:9][C@@H:8]([CH3:12])[CH2:7][N:6]1[S:13][C:14]1[CH:15]=[CH:16][C:17]([O:20][CH2:21][C:22]2[CH:29]=[CH:28][CH:27]=[CH:26][C:23]=2[CH3:24])=[CH:18][CH:19]=1)=[O:4], predict the reactants needed to synthesize it. (4) Given the product [O:1]=[CH:2][C:3]([NH-:5])=[O:4].[NH2:6][C:9]1[NH:10][C:11]2[C:16]([CH:17]=1)=[CH:15][CH:14]=[CH:13][CH:12]=2, predict the reactants needed to synthesize it. The reactants are: [O:1]=[CH:2][C:3]([NH-:5])=[O:4].[N+:6]([C:9]1[NH:10][C:11]2[C:16]([CH:17]=1)=[CH:15][CH:14]=[CH:13][CH:12]=2)([O-])=O. (5) Given the product [Cl:15][C:16]1[CH:17]=[C:18]([C:22]#[C:23][C:24]([NH:8][CH2:7][CH2:6][N:5]([CH3:4])[C:9]2[S:10][C:11]([CH3:14])=[CH:12][N:13]=2)=[O:25])[CH:19]=[CH:20][CH:21]=1, predict the reactants needed to synthesize it. The reactants are: N=C=N.[CH3:4][N:5]([C:9]1[S:10][C:11]([CH3:14])=[CH:12][N:13]=1)[CH2:6][CH2:7][NH2:8].[Cl:15][C:16]1[CH:17]=[C:18]([C:22]#[C:23][C:24](O)=[O:25])[CH:19]=[CH:20][CH:21]=1.CN(C1SC=CN=1)CCNC(=O)C#CC1C=CC=C(Cl)C=1. (6) Given the product [CH3:1][O:2][C:3]([CH:4]1[CH2:5][C:6](=[O:10])[CH2:7][CH2:20][N:11]1[C:12]([O:14][C:15]([CH3:18])([CH3:17])[CH3:16])=[O:13])=[O:19], predict the reactants needed to synthesize it. The reactants are: [CH3:1][O:2][C:3](=[O:19])[CH:4]([NH:11][C:12]([O:14][C:15]([CH3:18])([CH3:17])[CH3:16])=[O:13])[CH2:5][C:6](=[O:10])[CH:7]=[N+]=[N-].[CH:20]1C=CC=CC=1. (7) Given the product [CH3:11][N:10]([CH2:9][CH2:8][NH:3][C:23](=[CH:22][C:21](=[N:20][CH2:19][CH2:18][N:16]([CH3:15])[CH3:17])[CH3:26])[CH3:24])[CH3:12], predict the reactants needed to synthesize it. The reactants are: C[Si](C)(C)[N:3]([CH2:8][CH2:9][N:10]([CH3:12])[CH3:11])[Si](C)(C)C.[CH3:15][N:16]([CH2:18][CH2:19][NH:20][C:21]([CH3:26])=[CH:22][C:23](=O)[CH3:24])[CH3:17].FC(F)(F)C(F)(F)C(O)=O.CC(C)([O-])C.[Na+].